From a dataset of Full USPTO retrosynthesis dataset with 1.9M reactions from patents (1976-2016). Predict the reactants needed to synthesize the given product. (1) Given the product [CH2:28]([NH:2][C@@H:3]1[CH2:5][C@H:4]1[C:6]1[CH:11]=[CH:10][C:9]([NH:12][C:13](=[O:27])[C:14]2[CH:19]=[CH:18][CH:17]=[C:16]([N:20]3[CH2:25][CH2:24][CH2:23][CH2:22][C:21]3=[O:26])[CH:15]=2)=[CH:8][CH:7]=1)[C:29]1[CH:34]=[CH:33][CH:32]=[CH:31][CH:30]=1, predict the reactants needed to synthesize it. The reactants are: Cl.[NH2:2][C@@H:3]1[CH2:5][C@H:4]1[C:6]1[CH:11]=[CH:10][C:9]([NH:12][C:13](=[O:27])[C:14]2[CH:19]=[CH:18][CH:17]=[C:16]([N:20]3[CH2:25][CH2:24][CH2:23][CH2:22][C:21]3=[O:26])[CH:15]=2)=[CH:8][CH:7]=1.[CH:28](=O)[C:29]1[CH:34]=[CH:33][CH:32]=[CH:31][CH:30]=1.C(=O)([O-])O.[Na+].[BH4-].[Na+]. (2) The reactants are: [F:1][C:2]([F:16])([F:15])[C:3]1[CH:8]=[CH:7][C:6]([C:9]2[CH:10]=[N:11][CH:12]=[CH:13][CH:14]=2)=[CH:5][CH:4]=1.[ClH:17]. Given the product [ClH:17].[F:16][C:2]([F:1])([F:15])[C:3]1[CH:4]=[CH:5][C:6]([CH:9]2[CH2:14][CH2:13][CH2:12][NH:11][CH2:10]2)=[CH:7][CH:8]=1, predict the reactants needed to synthesize it. (3) Given the product [F:33][C:22]1[CH:21]=[CH:20][C:19]([C:16]2[N:13]3[CH:14]=[CH:15][C:10]([CH2:9][N:1]4[CH:5]=[N:4][CH:3]=[N:2]4)=[N:11][C:12]3=[N:18][CH:17]=2)=[CH:24][C:23]=1[C:25]1[C:26]([C:31]#[N:32])=[CH:27][CH:28]=[CH:29][CH:30]=1, predict the reactants needed to synthesize it. The reactants are: [NH:1]1[CH:5]=[N:4][CH:3]=[N:2]1.[H-].[Na+].Br[CH2:9][C:10]1[CH:15]=[CH:14][N:13]2[C:16]([C:19]3[CH:20]=[CH:21][C:22]([F:33])=[C:23]([C:25]4[C:26]([C:31]#[N:32])=[CH:27][CH:28]=[CH:29][CH:30]=4)[CH:24]=3)=[CH:17][N:18]=[C:12]2[N:11]=1. (4) Given the product [CH2:12]([O:11][C:3]([C:4]1([C:5]([O:7][CH2:8][CH3:9])=[O:6])[CH2:15][CH:16]([O:19][CH2:20][C:21]2[CH:26]=[CH:25][CH:24]=[CH:23][CH:22]=2)[CH2:17]1)=[O:10])[CH3:13], predict the reactants needed to synthesize it. The reactants are: [H-].[Na+].[C:3]([O:11][CH2:12][CH3:13])(=[O:10])[CH2:4][C:5]([O:7][CH2:8][CH3:9])=[O:6].Br[CH2:15][CH:16]([O:19][CH2:20][C:21]1[CH:26]=[CH:25][CH:24]=[CH:23][CH:22]=1)[CH2:17]Cl. (5) Given the product [Cl:1][C:2]1[CH:7]=[C:6]2[NH:8][C:9](=[O:41])[C:10]3([CH:15]([C:16]4[CH:21]=[C:20]([Cl:22])[CH:19]=[CH:18][C:17]=4[O:23][C:24]([CH2:30][CH3:31])([C:27](=[O:28])[N:44]([CH3:45])[CH3:43])[CH2:25][CH3:26])[CH2:14][C:13](=[O:32])[NH:12][CH:11]3[C:33]3[CH:38]=[C:37]([F:39])[CH:36]=[CH:35][C:34]=3[CH3:40])[C:5]2=[CH:4][CH:3]=1, predict the reactants needed to synthesize it. The reactants are: [Cl:1][C:2]1[CH:7]=[C:6]2[NH:8][C:9](=[O:41])[C:10]3([CH:15]([C:16]4[CH:21]=[C:20]([Cl:22])[CH:19]=[CH:18][C:17]=4[O:23][C:24]([CH2:30][CH3:31])([C:27](O)=[O:28])[CH2:25][CH3:26])[CH2:14][C:13](=[O:32])[NH:12][CH:11]3[C:33]3[CH:38]=[C:37]([F:39])[CH:36]=[CH:35][C:34]=3[CH3:40])[C:5]2=[CH:4][CH:3]=1.Cl.[CH3:43][NH:44][CH3:45].CN(C(ON1N=NC2C=CC=NC1=2)=[N+](C)C)C.F[P-](F)(F)(F)(F)F.O. (6) Given the product [CH3:1][O:2][C:3]1[CH:4]=[C:5]([CH:11]=[CH:12][C:13]=1[O:14][CH2:15][CH2:16][NH:17][CH2:18][CH2:19][C:40](=[O:42])[CH2:39][C:24]1[CH:25]=[CH:26][C:27]([NH:28][C:29]([NH:31][C:5]2[CH:4]=[CH:3][CH:13]=[CH:12][C:48]=2[CH3:49])=[O:30])=[C:22]([O:21][CH3:20])[CH:23]=1)[C:6]([O:8][CH2:9][CH3:10])=[O:7], predict the reactants needed to synthesize it. The reactants are: [CH3:1][O:2][C:3]1[CH:4]=[C:5]([CH:11]=[CH:12][C:13]=1[O:14][CH2:15][CH2:16][NH:17][CH2:18][CH3:19])[C:6]([O:8][CH2:9][CH3:10])=[O:7].[CH3:20][O:21][C:22]1[CH:23]=[C:24]([CH2:39][C:40]([OH:42])=O)[CH:25]=[CH:26][C:27]=1[N:28](C1C=CC=CC=1C)[C:29]([NH2:31])=[O:30].CCN([CH2:48][CH3:49])CC. (7) Given the product [CH3:15][O:14][C:6]1[CH:7]=[C:8]([N+:11]([O-:13])=[O:12])[CH:9]=[CH:10][C:5]=1[O:4][CH2:3][CH2:2][N:16]1[CH2:20][CH2:19][CH2:18][C@H:17]1[CH2:21][OH:22], predict the reactants needed to synthesize it. The reactants are: Br[CH2:2][CH2:3][O:4][C:5]1[CH:10]=[CH:9][C:8]([N+:11]([O-:13])=[O:12])=[CH:7][C:6]=1[O:14][CH3:15].[NH:16]1[CH2:20][CH2:19][CH2:18][C@H:17]1[CH2:21][OH:22].